This data is from Catalyst prediction with 721,799 reactions and 888 catalyst types from USPTO. The task is: Predict which catalyst facilitates the given reaction. Reactant: [Cl:1][C:2]1[CH:7]=[CH:6][C:5]([CH:8]2[C:12]3[N:13]([CH:22]([CH3:24])[CH3:23])[C:14]([C:16]4[CH2:17][CH2:18][NH:19][CH2:20][CH:21]=4)=[N:15][C:11]=3[C:10](=[O:25])[N:9]2[C:26]2[CH:27]=[C:28]([CH3:36])[C:29]3[N:30]([C:32]([CH3:35])=[N:33][N:34]=3)[CH:31]=2)=[CH:4][CH:3]=1.Cl[C:38]([O:40][CH:41]([CH3:43])[CH3:42])=[O:39].C([O-])(O)=O.[Na+]. Product: [Cl:1][C:2]1[CH:7]=[CH:6][C:5]([CH:8]2[C:12]3[N:13]([CH:22]([CH3:24])[CH3:23])[C:14]([C:16]4[CH2:17][CH2:18][N:19]([C:38]([O:40][CH:41]([CH3:43])[CH3:42])=[O:39])[CH2:20][CH:21]=4)=[N:15][C:11]=3[C:10](=[O:25])[N:9]2[C:26]2[CH:27]=[C:28]([CH3:36])[C:29]3[N:30]([C:32]([CH3:35])=[N:33][N:34]=3)[CH:31]=2)=[CH:4][CH:3]=1. The catalyst class is: 202.